Dataset: Catalyst prediction with 721,799 reactions and 888 catalyst types from USPTO. Task: Predict which catalyst facilitates the given reaction. (1) Reactant: [Br:1][C:2]1[CH:7]=[CH:6][CH:5]=[C:4]([Br:8])[CH:3]=1.C([N-]C(C)C)(C)C.[Li+].CN(C)[CH:19]=[O:20].Cl. Product: [Br:1][C:2]1[CH:7]=[CH:6][CH:5]=[C:4]([Br:8])[C:3]=1[CH:19]=[O:20]. The catalyst class is: 1. (2) Reactant: [C:1]([C:3]1[CH:8]=[CH:7][C:6]([CH2:9][CH2:10][N:11]2[CH2:16][CH2:15][C:14]([CH2:18][N:19]([CH3:36])[C:20]3[CH:35]=[CH:34][C:23]([C:24]([NH:26][O:27]C4CCCCO4)=[O:25])=[CH:22][CH:21]=3)([OH:17])[CH2:13][CH2:12]2)=[CH:5][CH:4]=1)#[N:2].[ClH:37]. Product: [ClH:37].[C:1]([C:3]1[CH:4]=[CH:5][C:6]([CH2:9][CH2:10][N:11]2[CH2:16][CH2:15][C:14]([CH2:18][N:19]([CH3:36])[C:20]3[CH:21]=[CH:22][C:23]([C:24]([NH:26][OH:27])=[O:25])=[CH:34][CH:35]=3)([OH:17])[CH2:13][CH2:12]2)=[CH:7][CH:8]=1)#[N:2]. The catalyst class is: 5. (3) Reactant: [Br:1][C:2]1[CH:7]=[CH:6][C:5]([C:8](=[O:10])[CH3:9])=[C:4]([F:11])[CH:3]=1. Product: [Br:1][C:2]1[CH:7]=[CH:6][C:5]([CH:8]([OH:10])[CH3:9])=[C:4]([F:11])[CH:3]=1. The catalyst class is: 2. (4) Reactant: [N:1]1([C:6]2[N:11]=[C:10]([C:12]#[N:13])[CH:9]=[CH:8][CH:7]=2)[CH:5]=[CH:4][CH:3]=[N:2]1.[C:14](OC)(=[O:22])[C:15]1[C:16](=[CH:18][CH:19]=[CH:20][CH:21]=1)[SH:17].C(N(CC)CC)C. Product: [N:1]1([C:6]2[N:11]=[C:10]([C:12]3[S:17][C:16]4[CH:18]=[CH:19][CH:20]=[CH:21][C:15]=4[C:14](=[O:22])[N:13]=3)[CH:9]=[CH:8][CH:7]=2)[CH:5]=[CH:4][CH:3]=[N:2]1. The catalyst class is: 11. (5) Product: [Cl:32][CH2:14][C:6]1[CH:7]=[C:8]([C:10]([F:13])([F:12])[F:11])[CH:9]=[C:4]([N+:1]([O-:3])=[O:2])[CH:5]=1. The catalyst class is: 2. Reactant: [N+:1]([C:4]1[CH:5]=[C:6]([CH2:14]O)[CH:7]=[C:8]([C:10]([F:13])([F:12])[F:11])[CH:9]=1)([O-:3])=[O:2].C(N(CC)CC)C.C1(C)C=CC(S([Cl:32])(=O)=O)=CC=1.CCOC(C)=O. (6) Reactant: CC1C=CC(S(O[C@H:12]2[CH2:15][C@@H:14]([NH:16][C:17]([O:19][CH2:20][C:21]3[CH:26]=[CH:25][CH:24]=[CH:23][CH:22]=3)=[O:18])[CH2:13]2)(=O)=O)=CC=1.[O:27]1[CH2:32][C:31](=[O:33])[NH:30][C:29]2N=[CH:35][CH:36]=[CH:37][C:28]1=2.[C:38](=O)([O-])[O-].[K+].[K+]. Product: [O:33]=[C:31]1[CH2:32][O:27][C:28]2[CH:37]=[CH:36][CH:35]=[CH:38][C:29]=2[N:30]1[C@H:12]1[CH2:13][C@H:14]([NH:16][C:17](=[O:18])[O:19][CH2:20][C:21]2[CH:22]=[CH:23][CH:24]=[CH:25][CH:26]=2)[CH2:15]1. The catalyst class is: 85.